This data is from NCI-60 drug combinations with 297,098 pairs across 59 cell lines. The task is: Regression. Given two drug SMILES strings and cell line genomic features, predict the synergy score measuring deviation from expected non-interaction effect. (1) Drug 1: CCCS(=O)(=O)NC1=C(C(=C(C=C1)F)C(=O)C2=CNC3=C2C=C(C=N3)C4=CC=C(C=C4)Cl)F. Drug 2: C1CN1P(=S)(N2CC2)N3CC3. Cell line: T-47D. Synergy scores: CSS=11.2, Synergy_ZIP=-4.02, Synergy_Bliss=-3.49, Synergy_Loewe=-8.15, Synergy_HSA=-4.54. (2) Drug 1: C1CC(=O)NC(=O)C1N2CC3=C(C2=O)C=CC=C3N. Drug 2: C(CCl)NC(=O)N(CCCl)N=O. Cell line: RXF 393. Synergy scores: CSS=2.22, Synergy_ZIP=-1.13, Synergy_Bliss=-0.243, Synergy_Loewe=-1.12, Synergy_HSA=-1.11. (3) Drug 1: C1C(C(OC1N2C=C(C(=O)NC2=O)F)CO)O. Drug 2: CCC(=C(C1=CC=CC=C1)C2=CC=C(C=C2)OCCN(C)C)C3=CC=CC=C3.C(C(=O)O)C(CC(=O)O)(C(=O)O)O. Cell line: A498. Synergy scores: CSS=18.9, Synergy_ZIP=-0.317, Synergy_Bliss=0.0962, Synergy_Loewe=-3.41, Synergy_HSA=1.80. (4) Drug 1: CN1CCC(CC1)COC2=C(C=C3C(=C2)N=CN=C3NC4=C(C=C(C=C4)Br)F)OC. Drug 2: C1=CC(=C2C(=C1NCCNCCO)C(=O)C3=C(C=CC(=C3C2=O)O)O)NCCNCCO. Cell line: CCRF-CEM. Synergy scores: CSS=77.0, Synergy_ZIP=7.34, Synergy_Bliss=5.53, Synergy_Loewe=-19.6, Synergy_HSA=5.95. (5) Drug 2: CC1=C(C=C(C=C1)C(=O)NC2=CC(=CC(=C2)C(F)(F)F)N3C=C(N=C3)C)NC4=NC=CC(=N4)C5=CN=CC=C5. Synergy scores: CSS=-0.702, Synergy_ZIP=-1.97, Synergy_Bliss=-5.57, Synergy_Loewe=-5.60, Synergy_HSA=-5.22. Cell line: OVCAR-4. Drug 1: C1=NC2=C(N1)C(=S)N=CN2. (6) Drug 1: C#CCC(CC1=CN=C2C(=N1)C(=NC(=N2)N)N)C3=CC=C(C=C3)C(=O)NC(CCC(=O)O)C(=O)O. Drug 2: CN(CC1=CN=C2C(=N1)C(=NC(=N2)N)N)C3=CC=C(C=C3)C(=O)NC(CCC(=O)O)C(=O)O. Cell line: HCT-15. Synergy scores: CSS=62.8, Synergy_ZIP=10.5, Synergy_Bliss=10.3, Synergy_Loewe=10.2, Synergy_HSA=9.77. (7) Drug 1: COC1=NC(=NC2=C1N=CN2C3C(C(C(O3)CO)O)O)N. Drug 2: CC12CCC3C(C1CCC2O)C(CC4=C3C=CC(=C4)O)CCCCCCCCCS(=O)CCCC(C(F)(F)F)(F)F. Cell line: SF-268. Synergy scores: CSS=21.4, Synergy_ZIP=0.0182, Synergy_Bliss=7.89, Synergy_Loewe=3.94, Synergy_HSA=6.85. (8) Drug 1: CC1=C(C=C(C=C1)NC2=NC=CC(=N2)N(C)C3=CC4=NN(C(=C4C=C3)C)C)S(=O)(=O)N.Cl. Drug 2: CS(=O)(=O)C1=CC(=C(C=C1)C(=O)NC2=CC(=C(C=C2)Cl)C3=CC=CC=N3)Cl. Cell line: U251. Synergy scores: CSS=26.6, Synergy_ZIP=5.06, Synergy_Bliss=5.43, Synergy_Loewe=7.32, Synergy_HSA=7.81. (9) Drug 1: CCCS(=O)(=O)NC1=C(C(=C(C=C1)F)C(=O)C2=CNC3=C2C=C(C=N3)C4=CC=C(C=C4)Cl)F. Drug 2: CC=C1C(=O)NC(C(=O)OC2CC(=O)NC(C(=O)NC(CSSCCC=C2)C(=O)N1)C(C)C)C(C)C. Cell line: RXF 393. Synergy scores: CSS=49.7, Synergy_ZIP=-0.508, Synergy_Bliss=-1.83, Synergy_Loewe=-39.5, Synergy_HSA=-0.389.